This data is from Catalyst prediction with 721,799 reactions and 888 catalyst types from USPTO. The task is: Predict which catalyst facilitates the given reaction. The catalyst class is: 12. Product: [Br:1][C:2]1[CH:3]=[CH:4][C:5]([CH:8]([CH2:20][CH:21]([CH3:23])[CH3:22])[CH2:9][C:10]([C:12]2[CH:17]=[CH:16][C:15](=[O:18])[NH:14][CH:13]=2)=[O:11])=[CH:6][CH:7]=1. Reactant: [Br:1][C:2]1[CH:7]=[CH:6][C:5]([CH:8]([CH2:20][CH:21]([CH3:23])[CH3:22])[CH2:9][C:10]([C:12]2[CH:13]=[N:14][C:15]([O:18]C)=[CH:16][CH:17]=2)=[O:11])=[CH:4][CH:3]=1.Cl.